From a dataset of Catalyst prediction with 721,799 reactions and 888 catalyst types from USPTO. Predict which catalyst facilitates the given reaction. (1) Reactant: C([O:3][C:4]([C:6]1[CH:11]=[CH:10][N:9]2[N:12]=[CH:13][C:14]([C:15]3[CH:20]=[CH:19][CH:18]=[C:17]([Cl:21])[CH:16]=3)=[C:8]2[N:7]=1)=[O:5])C.CO.[OH-].[Na+].Cl. Product: [Cl:21][C:17]1[CH:16]=[C:15]([C:14]2[CH:13]=[N:12][N:9]3[CH:10]=[CH:11][C:6]([C:4]([OH:5])=[O:3])=[N:7][C:8]=23)[CH:20]=[CH:19][CH:18]=1. The catalyst class is: 7. (2) The catalyst class is: 14. Product: [C:1]([Si:5]([C:12]1[CH:13]=[CH:14][CH:15]=[CH:16][CH:17]=1)([C:18]1[CH:23]=[CH:22][CH:21]=[CH:20][CH:19]=1)[O:6][CH2:7][CH2:8][C:9]1[N:11]=[CH:27][C:28]2[C:33](=[O:34])[CH2:32][CH2:31][CH2:30][C:29]=2[N:10]=1)([CH3:4])([CH3:2])[CH3:3]. Reactant: [C:1]([Si:5]([C:18]1[CH:23]=[CH:22][CH:21]=[CH:20][CH:19]=1)([C:12]1[CH:17]=[CH:16][CH:15]=[CH:14][CH:13]=1)[O:6][CH2:7][CH2:8][C:9]([NH2:11])=[NH:10])([CH3:4])([CH3:3])[CH3:2].CN([CH:27]=[C:28]1[C:33](=[O:34])[CH2:32][CH2:31][CH2:30][C:29]1=O)C.